This data is from Peptide-MHC class II binding affinity with 134,281 pairs from IEDB. The task is: Regression. Given a peptide amino acid sequence and an MHC pseudo amino acid sequence, predict their binding affinity value. This is MHC class II binding data. (1) The peptide sequence is ALTALIRDPPADSTG. The MHC is HLA-DPA10201-DPB10101 with pseudo-sequence HLA-DPA10201-DPB10101. The binding affinity (normalized) is 0.102. (2) The peptide sequence is PIFTGKKVINLSELL. The MHC is DRB1_0101 with pseudo-sequence DRB1_0101. The binding affinity (normalized) is 0.517. (3) The peptide sequence is KKMNISVIMLLVSGWNS. The MHC is DRB1_1101 with pseudo-sequence DRB1_1101. The binding affinity (normalized) is 0.499. (4) The MHC is DRB1_1101 with pseudo-sequence DRB1_1101. The binding affinity (normalized) is 0.591. The peptide sequence is AFKIAATAANAAPTN. (5) The peptide sequence is MMTGRMGERQLQKIE. The MHC is DRB4_0103 with pseudo-sequence DRB4_0103. The binding affinity (normalized) is 0.659.